Dataset: Full USPTO retrosynthesis dataset with 1.9M reactions from patents (1976-2016). Task: Predict the reactants needed to synthesize the given product. (1) Given the product [CH2:6]([O:13][C:14](=[O:26])[N:15]([CH2:23][CH:24]=[O:25])[CH2:16][CH:17]1[CH2:18][CH2:19][CH2:20][CH2:21][CH2:22]1)[C:7]1[CH:12]=[CH:11][CH:10]=[CH:9][CH:8]=1, predict the reactants needed to synthesize it. The reactants are: S(=O)(=O)(O)O.[CH2:6]([O:13][C:14](=[O:26])[N:15]([CH2:23][CH:24]=[O:25])[CH2:16][CH:17]1[CH2:22][CH2:21][CH2:20][CH2:19][CH2:18]1)[C:7]1[CH:12]=[CH:11][CH:10]=[CH:9][CH:8]=1.CC1OCCC1.[OH-].[Na+]. (2) Given the product [C:1]([O:5][C:6](=[O:23])[NH:7][C@H:8]([CH2:9][CH2:10][C:11]1[CH:12]=[CH:13][CH:14]=[CH:15][CH:16]=1)[C:17](=[O:22])[CH3:24])([CH3:2])([CH3:3])[CH3:4], predict the reactants needed to synthesize it. The reactants are: [C:1]([O:5][C:6](=[O:23])[NH:7][C@@H:8]([C:17](=[O:22])N(OC)C)[CH2:9][CH2:10][C:11]1[CH:16]=[CH:15][CH:14]=[CH:13][CH:12]=1)([CH3:4])([CH3:3])[CH3:2].[CH2:24]1COCC1. (3) The reactants are: [NH2:1][C:2]1[CH:7]=[CH:6][N:5]=[CH:4][CH:3]=1.[NH2:8][C@H:9]([C:15](O)=[O:16])[CH2:10][CH2:11][C:12]([OH:14])=[O:13].N=C=N. Given the product [NH2:8][C@H:9]([C:15]([C:4]1[CH:3]=[C:2]([NH2:1])[CH:7]=[CH:6][N:5]=1)=[O:16])[CH2:10][CH2:11][C:12](=[O:13])[OH:14], predict the reactants needed to synthesize it. (4) Given the product [OH:22][C:19]1[CH:20]=[CH:21][C:14]([OH:13])=[C:15]([C:16]2[N:2]([CH3:1])[N:3]=[C:4]([C:6]3[C:11]([CH3:12])=[CH:10][CH:9]=[CH:8][N:7]=3)[N:5]=2)[CH:18]=1, predict the reactants needed to synthesize it. The reactants are: [CH3:1][NH:2][NH:3][C:4]([C:6]1[C:11]([CH3:12])=[CH:10][CH:9]=[CH:8][N:7]=1)=[NH:5].[OH:13][C:14]1[CH:21]=[CH:20][C:19]([OH:22])=[CH:18][C:15]=1[CH:16]=O. (5) Given the product [CH3:1][C:2]([N:10]1[CH2:15][CH2:14][C:28]([NH:17][C:18]2[CH:23]=[CH:22][CH:21]=[CH:20][CH:19]=2)([C:29]#[N:24])[CH2:12][CH2:11]1)([C:4]1[CH:9]=[CH:8][CH:7]=[CH:6][CH:5]=1)[CH3:3], predict the reactants needed to synthesize it. The reactants are: [CH3:1][C:2]([N:10]1[CH2:15][CH2:14]C(=O)[CH2:12][CH2:11]1)([C:4]1[CH:9]=[CH:8][CH:7]=[CH:6][CH:5]=1)[CH3:3].[NH2:17][C:18]1[CH:23]=[CH:22][CH:21]=[CH:20][CH:19]=1.[NH3:24].[OH-].[NH4+].[OH-].[C:28](O)(=O)[CH3:29]. (6) Given the product [Cl:1][C:2]1[C:3]([F:41])=[C:4]([C@@H:8]2[C@:12]([C:15]3[CH:20]=[CH:19][C:18]([Cl:21])=[CH:17][C:16]=3[F:22])([C:13]#[N:14])[C@H:11]([CH2:23][C:24]([CH3:26])([CH3:27])[CH3:25])[N:10]([CH2:49][CH2:48][CH:42]3[CH2:47][CH2:46][CH2:45][CH2:44][CH2:43]3)[C@H:9]2[C:28]([NH:30][C:31]2[CH:32]=[CH:33][C:34]([C:35]([OH:37])=[O:36])=[CH:39][CH:40]=2)=[O:29])[CH:5]=[CH:6][CH:7]=1, predict the reactants needed to synthesize it. The reactants are: [Cl:1][C:2]1[C:3]([F:41])=[C:4]([C@@H:8]2[C@:12]([C:15]3[CH:20]=[CH:19][C:18]([Cl:21])=[CH:17][C:16]=3[F:22])([C:13]#[N:14])[C@H:11]([CH2:23][C:24]([CH3:27])([CH3:26])[CH3:25])[NH:10][C@H:9]2[C:28]([NH:30][C:31]2[CH:40]=[CH:39][C:34]([C:35]([O:37]C)=[O:36])=[CH:33][CH:32]=2)=[O:29])[CH:5]=[CH:6][CH:7]=1.[CH:42]1([CH2:48][CH:49]=O)[CH2:47][CH2:46][CH2:45][CH2:44][CH2:43]1.C(O[BH-](OC(=O)C)OC(=O)C)(=O)C.[Na+].CO. (7) Given the product [C:1]([O:5][C:6]([N:8]1[C@@H:12]([CH2:13][C:14]2[CH:15]=[CH:16][C:17]([O:20][C:33]3[CH:34]=[CH:35][C:30]([CH2:23][C:24]4[CH:29]=[CH:28][CH:27]=[CH:26][CH:25]=4)=[CH:31][CH:32]=3)=[CH:18][CH:19]=2)[CH2:11][O:10][C:9]1([CH3:22])[CH3:21])=[O:7])([CH3:4])([CH3:2])[CH3:3], predict the reactants needed to synthesize it. The reactants are: [C:1]([O:5][C:6]([N:8]1[C@@H:12]([CH2:13][C:14]2[CH:19]=[CH:18][C:17]([OH:20])=[CH:16][CH:15]=2)[CH2:11][O:10][C:9]1([CH3:22])[CH3:21])=[O:7])([CH3:4])([CH3:3])[CH3:2].[CH2:23]([C:30]1[CH:35]=[CH:34][C:33](I)=[CH:32][CH:31]=1)[C:24]1[CH:29]=[CH:28][CH:27]=[CH:26][CH:25]=1.CN(C)CC(O)=O.C(=O)([O-])[O-].[Cs+].[Cs+].